This data is from Catalyst prediction with 721,799 reactions and 888 catalyst types from USPTO. The task is: Predict which catalyst facilitates the given reaction. (1) Reactant: [CH3:1][C:2]1[C:3]([C:8]([OH:10])=O)=[N:4][CH:5]=[CH:6][N:7]=1.[CH2:11]([C:15]1[CH:16]=[C:17]([CH:19]=[CH:20][C:21]=1[CH:22]([C:27]([F:30])([F:29])[F:28])[C:23]([F:26])([F:25])[F:24])[NH2:18])[CH:12]([CH3:14])[CH3:13].[I-].ClC1C=CC=C[N+]=1C.C(N(CC)CC)C. Product: [CH2:11]([C:15]1[CH:16]=[C:17]([NH:18][C:8]([C:3]2[C:2]([CH3:1])=[N:7][CH:6]=[CH:5][N:4]=2)=[O:10])[CH:19]=[CH:20][C:21]=1[CH:22]([C:27]([F:28])([F:29])[F:30])[C:23]([F:24])([F:25])[F:26])[CH:12]([CH3:14])[CH3:13]. The catalyst class is: 54. (2) Reactant: CC(C)([O-])C.[Na+].[CH2:7]([C@@H:14]1[NH:19][CH2:18][CH2:17][N:16]([C:20]2[CH:28]=[C:27]3[C:23]([C:24]([CH2:33][CH3:34])=[N:25][N:26]3[CH:29]3[CH2:32][CH2:31][CH2:30]3)=[CH:22][CH:21]=2)[CH2:15]1)[C:8]1[CH:13]=[CH:12][CH:11]=[CH:10][CH:9]=1.Br[C:36]1[CH:37]=[N:38][CH:39]=[CH:40][CH:41]=1. Product: [CH2:7]([C@@H:14]1[N:19]([C:36]2[CH:37]=[N:38][CH:39]=[CH:40][CH:41]=2)[CH2:18][CH2:17][N:16]([C:20]2[CH:28]=[C:27]3[C:23]([C:24]([CH2:33][CH3:34])=[N:25][N:26]3[CH:29]3[CH2:30][CH2:31][CH2:32]3)=[CH:22][CH:21]=2)[CH2:15]1)[C:8]1[CH:9]=[CH:10][CH:11]=[CH:12][CH:13]=1. The catalyst class is: 101.